This data is from Forward reaction prediction with 1.9M reactions from USPTO patents (1976-2016). The task is: Predict the product of the given reaction. The product is: [Cl:8][C:9]1[CH:34]=[N:33][C:12]2[N:13]=[C:14]([N:20]3[CH2:23][CH:22]([NH:24][CH3:25])[CH2:21]3)[C:15]3[N:16]([N:17]=[N:18][N:19]=3)[C:11]=2[CH:10]=1. Given the reactants C(O)(C(F)(F)F)=O.[Cl:8][C:9]1[CH:34]=[N:33][C:12]2[N:13]=[C:14]([N:20]3[CH2:23][CH:22]([N:24](C)[C:25](=O)OC(C)(C)C)[CH2:21]3)[C:15]3[N:16]([N:17]=[N:18][N:19]=3)[C:11]=2[CH:10]=1, predict the reaction product.